Dataset: Full USPTO retrosynthesis dataset with 1.9M reactions from patents (1976-2016). Task: Predict the reactants needed to synthesize the given product. (1) Given the product [Br:1][C:2]1[CH:3]=[CH:4][C:5]([Cl:11])=[C:6]([CH2:7][C:15]2[CH:16]=[CH:17][C:12]([S:18][CH3:19])=[CH:13][CH:14]=2)[CH:10]=1, predict the reactants needed to synthesize it. The reactants are: [Br:1][C:2]1[CH:3]=[CH:4][C:5]([Cl:11])=[C:6]([CH:10]=1)[C:7](O)=O.[C:12]1([S:18][CH3:19])[CH:17]=[CH:16][CH:15]=[CH:14][CH:13]=1. (2) Given the product [CH3:3][O:4][C:5](=[O:22])[C:6]1[CH:11]=[C:10]([N:12]([S:13]([CH3:16])(=[O:15])=[O:14])[CH3:24])[N:9]=[C:8]([NH:17][C@H:18]([CH2:20][CH3:21])[CH3:19])[CH:7]=1, predict the reactants needed to synthesize it. The reactants are: [H-].[Na+].[CH3:3][O:4][C:5](=[O:22])[C:6]1[CH:11]=[C:10]([NH:12][S:13]([CH3:16])(=[O:15])=[O:14])[N:9]=[C:8]([NH:17][C@H:18]([CH2:20][CH3:21])[CH3:19])[CH:7]=1.I[CH3:24]. (3) Given the product [F:1][C:2]([S:5][C:6]1[CH:13]=[CH:12][C:9]([CH:10]=[CH:15][C:16]([OH:18])=[O:17])=[CH:8][CH:7]=1)([F:4])[F:3], predict the reactants needed to synthesize it. The reactants are: [F:1][C:2]([S:5][C:6]1[CH:13]=[CH:12][C:9]([CH:10]=O)=[CH:8][CH:7]=1)([F:4])[F:3].C(O)(=O)[CH2:15][C:16]([OH:18])=[O:17].N1CCCCC1.C(=O)=O.Cl. (4) Given the product [C:12]([NH:15][C:16]1[C:17](=[O:19])[O:1][C:2]2[C:3]([CH:4]=1)=[CH:6][CH:7]=[C:8]([O:11][C:27](=[O:28])[CH3:26])[C:9]=2[O:10][C:21](=[O:23])[CH3:20])(=[O:14])[CH3:13], predict the reactants needed to synthesize it. The reactants are: [OH:1][C:2]1[C:9]([OH:10])=[C:8]([OH:11])[CH:7]=[CH:6][C:3]=1[CH:4]=O.[C:12]([NH:15][CH2:16][C:17]([OH:19])=O)(=[O:14])[CH3:13].[CH3:20][C:21]([O-:23])=O.[Na+].O.[CH3:26][C:27](OC(C)=O)=[O:28]. (5) Given the product [CH2:19]([O:8][C:6]1[CH:7]=[C:2]([F:1])[CH:3]=[CH:4][C:5]=1[N+:9]([O-:11])=[O:10])[CH3:20], predict the reactants needed to synthesize it. The reactants are: [F:1][C:2]1[CH:3]=[CH:4][C:5]([N+:9]([O-:11])=[O:10])=[C:6]([OH:8])[CH:7]=1.C([O-])([O-])=O.[K+].[K+].I[CH2:19][CH3:20]. (6) Given the product [CH3:1][Si:2]([C:5]1[CH:10]=[CH:9][CH:8]=[CH:7][CH:6]=1)([Cl:4])[Cl:3].[C:11]1([SiH:17]([Cl:19])[Cl:18])[CH:16]=[CH:15][CH:14]=[CH:13][CH:12]=1, predict the reactants needed to synthesize it. The reactants are: [CH3:1][Si:2]([C:5]1[CH:10]=[CH:9][CH:8]=[CH:7][CH:6]=1)([Cl:4])[Cl:3].[C:11]1([SiH:17]([Cl:19])[Cl:18])[CH:16]=[CH:15][CH:14]=[CH:13][CH:12]=1.